Dataset: Forward reaction prediction with 1.9M reactions from USPTO patents (1976-2016). Task: Predict the product of the given reaction. (1) Given the reactants [CH2:1]([O:3][C:4](=[O:30])[CH:5]([C:14]1[NH:15][C:16]2[C:21]([C:22]=1[S:23][C:24]([CH3:27])([CH3:26])[CH3:25])=[CH:20][C:19]([O:28][CH3:29])=[CH:18][CH:17]=2)[CH2:6][C:7]1[CH:12]=[CH:11][C:10]([Br:13])=[CH:9][CH:8]=1)[CH3:2].I[CH3:32], predict the reaction product. The product is: [CH2:1]([O:3][C:4](=[O:30])[CH:5]([C:14]1[N:15]([CH3:32])[C:16]2[C:21]([C:22]=1[S:23][C:24]([CH3:25])([CH3:26])[CH3:27])=[CH:20][C:19]([O:28][CH3:29])=[CH:18][CH:17]=2)[CH2:6][C:7]1[CH:12]=[CH:11][C:10]([Br:13])=[CH:9][CH:8]=1)[CH3:2]. (2) Given the reactants [CH:1]1([NH:4][C:5]2[C:10]([NH2:11])=[N:9][CH:8]=[CH:7][N:6]=2)[CH2:3][CH2:2]1.C1N=CN([C:17](N2C=NC=C2)=[O:18])C=1.O, predict the reaction product. The product is: [CH:1]1([N:4]2[C:5]3=[N:6][CH:7]=[CH:8][N:9]=[C:10]3[NH:11][C:17]2=[O:18])[CH2:3][CH2:2]1. (3) The product is: [Cl:1][C:2]1[CH:9]=[C:8]([N:10]([C@H:11]([CH3:15])[CH:12]([CH3:14])[CH3:13])[CH3:17])[CH:7]=[CH:6][C:3]=1[C:4]#[N:5]. Given the reactants [Cl:1][C:2]1[CH:9]=[C:8]([NH:10][C@H:11]([CH3:15])[CH:12]([CH3:14])[CH3:13])[CH:7]=[CH:6][C:3]=1[C:4]#[N:5].I[CH3:17], predict the reaction product. (4) Given the reactants [C:1]([C:3]1[C:4]([N:18]2[CH2:23][CH2:22][NH:21][CH2:20][CH2:19]2)=[N:5][C:6]([C:14]([F:17])([F:16])[F:15])=[C:7]([CH:13]=1)[C:8]([O:10][CH2:11][CH3:12])=[O:9])#[N:2].[N:24]([CH2:27][CH2:28][C:29]1[S:30][CH:31]=[CH:32][CH:33]=1)=[C:25]=[O:26], predict the reaction product. The product is: [C:1]([C:3]1[C:4]([N:18]2[CH2:23][CH2:22][N:21]([C:25]([NH:24][CH2:27][CH2:28][C:29]3[S:30][CH:31]=[CH:32][CH:33]=3)=[O:26])[CH2:20][CH2:19]2)=[N:5][C:6]([C:14]([F:15])([F:17])[F:16])=[C:7]([CH:13]=1)[C:8]([O:10][CH2:11][CH3:12])=[O:9])#[N:2]. (5) Given the reactants Cl.[CH3:2][S:3]([N:6]1[CH2:11][CH2:10][CH:9]([C@@H:12]2[CH2:16][NH:15][C@H:14]([C:17]3[NH:18][C:19]([C:22]4[CH:27]=[CH:26][C:25]([NH:28][C:29](=[O:32])[O:30][CH3:31])=[CH:24][CH:23]=4)=[CH:20][N:21]=3)[CH2:13]2)[CH2:8][CH2:7]1)(=[O:5])=[O:4].ON1C2N=CC=CC=2N=N1.CN1CCOCC1.Cl.C(N=C=NCCCN(C)C)C.[CH3:62][C:63]([O:66][C:67]([NH:69][C:70]([N:79]1[CH2:84][CH2:83][CH:82]([C:85](O)=[O:86])[CH2:81][CH2:80]1)=[N:71][C:72]([O:74][C:75]([CH3:78])([CH3:77])[CH3:76])=[O:73])=[O:68])([CH3:65])[CH3:64], predict the reaction product. The product is: [CH3:78][C:75]([O:74][C:72](=[O:73])[NH:71][C:70]([N:79]1[CH2:80][CH2:81][CH:82]([C:85]([N:15]2[CH2:16][C@@H:12]([CH:9]3[CH2:8][CH2:7][N:6]([S:3]([CH3:2])(=[O:4])=[O:5])[CH2:11][CH2:10]3)[CH2:13][C@H:14]2[C:17]2[NH:18][C:19]([C:22]3[CH:23]=[CH:24][C:25]([NH:28][C:29]([O:30][CH3:31])=[O:32])=[CH:26][CH:27]=3)=[CH:20][N:21]=2)=[O:86])[CH2:83][CH2:84]1)=[N:69][C:67](=[O:68])[O:66][C:63]([CH3:62])([CH3:64])[CH3:65])([CH3:76])[CH3:77]. (6) Given the reactants [C:1]([O:5][C:6]([N:8]1[C:13](=[O:14])[CH:12]=[C:11]([CH3:15])[C:10]([C:16]2[CH:21]=[C:20](C)[C:19](C(C)(C)C)=[C:18](C)[C:17]=2O[SiH3])=[N:9]1)=[O:7])([CH3:4])([CH3:3])[CH3:2].[F-].C([N+](CCCC)(CCCC)CCCC)CCC.[Cl-].[NH4+].C1C[O:53]CC1, predict the reaction product. The product is: [C:1]([O:5][C:6]([N:8]1[C:13](=[O:14])[CH:12]=[C:11]([CH3:15])[C:10]([C:16]2[CH:21]=[CH:20][C:19]([OH:53])=[CH:18][CH:17]=2)=[N:9]1)=[O:7])([CH3:4])([CH3:2])[CH3:3]. (7) Given the reactants Cl[C:2]1[CH:7]=[C:6]([C:8]2[CH:13]=[CH:12][CH:11]=[C:10]([Cl:14])[CH:9]=2)[N:5]=[C:4]2[CH2:15][CH2:16][CH2:17][C:3]=12.[NH2:18][C:19]1[CH:33]=[CH:32][C:22]([CH2:23][C:24]([CH3:31])([C:28]([NH2:30])=[O:29])[C:25]([NH2:27])=[O:26])=[CH:21][CH:20]=1.Cl.O1CCOCC1, predict the reaction product. The product is: [Cl:14][C:10]1[CH:9]=[C:8]([C:6]2[N:5]=[C:4]3[CH2:15][CH2:16][CH2:17][C:3]3=[C:2]([NH:18][C:19]3[CH:20]=[CH:21][C:22]([CH2:23][C:24]([CH3:31])([C:25]([NH2:27])=[O:26])[C:28]([NH2:30])=[O:29])=[CH:32][CH:33]=3)[CH:7]=2)[CH:13]=[CH:12][CH:11]=1.